Dataset: Full USPTO retrosynthesis dataset with 1.9M reactions from patents (1976-2016). Task: Predict the reactants needed to synthesize the given product. (1) The reactants are: [CH2:1]1[C:9]2[C:4](=[CH:5][CH:6]=[CH:7][CH:8]=2)[CH2:3][CH:2]1[C@H:10]1[NH:15][C:14](=[O:16])[C@@H:13]([CH:17]([CH2:20][CH3:21])[CH2:18][CH3:19])[N:12]([CH2:22][C:23]2[CH:30]=[CH:29][CH:28]=[CH:27][C:24]=2[CH:25]=O)[C:11]1=[O:31].[NH:32]1[CH2:37][CH2:36][O:35][CH2:34][CH2:33]1.C(O[BH-](OC(=O)C)OC(=O)C)(=O)C.[Na+]. Given the product [CH2:1]1[C:9]2[C:4](=[CH:5][CH:6]=[CH:7][CH:8]=2)[CH2:3][CH:2]1[C@H:10]1[NH:15][C:14](=[O:16])[C@@H:13]([CH:17]([CH2:18][CH3:19])[CH2:20][CH3:21])[N:12]([CH2:22][C:23]2[CH:30]=[CH:29][CH:28]=[CH:27][C:24]=2[CH2:25][N:32]2[CH2:37][CH2:36][O:35][CH2:34][CH2:33]2)[C:11]1=[O:31], predict the reactants needed to synthesize it. (2) Given the product [Br:11][C:12]1[CH:13]=[C:14]([CH:15]=[C:16]([Cl:18])[CH:17]=1)[O:19][C:3]1[C:4]([C:8]#[N:9])=[N:5][CH:6]=[CH:7][C:2]=1[Cl:1], predict the reactants needed to synthesize it. The reactants are: [Cl:1][C:2]1[CH:7]=[CH:6][N:5]=[C:4]([C:8]#[N:9])[C:3]=1F.[Br:11][C:12]1[CH:13]=[C:14]([OH:19])[CH:15]=[C:16]([Cl:18])[CH:17]=1.C(=O)([O-])[O-].[K+].[K+]. (3) Given the product [O:11]1[C:12]2[CH:17]=[CH:16][C:15]([CH:18]=[O:19])=[CH:14][C:13]=2[NH:8][CH2:9][CH2:10]1, predict the reactants needed to synthesize it. The reactants are: C(OC([N:8]1[C:13]2[CH:14]=[C:15]([CH:18]=[O:19])[CH:16]=[CH:17][C:12]=2[O:11][CH2:10][CH2:9]1)=O)(C)(C)C.FC(F)(F)C(O)=O. (4) Given the product [C:1]([O:5][C:6]([N:8]1[CH2:12][CH2:11][CH:10]([C:13]2[CH:14]=[C:15]([OH:17])[N:24]=[C:22]([OH:23])[N:21]=2)[CH2:9]1)=[O:7])([CH3:2])([CH3:3])[CH3:4], predict the reactants needed to synthesize it. The reactants are: [C:1]([O:5][C:6]([N:8]1[CH2:12][CH2:11][CH:10]([C:13](=O)[CH2:14][C:15]([O:17]CC)=O)[CH2:9]1)=[O:7])([CH3:4])([CH3:3])[CH3:2].[NH2:21][C:22]([NH2:24])=[O:23].[O-]CC.[Na+]. (5) Given the product [O:1]=[C:2]1[N:7]([CH2:8][C:9]2[CH:14]=[CH:13][CH:12]=[CH:11][CH:10]=2)[C@@H:6]([C:15]([O:17][CH2:22][CH3:23])=[O:16])[CH2:5][O:4][CH2:3]1, predict the reactants needed to synthesize it. The reactants are: [O:1]=[C:2]1[N:7]([CH2:8][C:9]2[CH:14]=[CH:13][CH:12]=[CH:11][CH:10]=2)[C@@H:6]([C:15]([OH:17])=[O:16])[CH2:5][O:4][CH2:3]1.S(Cl)(Cl)=O.[CH3:22][CH2:23]O. (6) Given the product [CH3:1][N:2]1[C:6]2=[CH:7][CH:8]=[C:9]3[C:14]([N:13]=[C:12]([C:15]4[CH:16]=[C:17]([CH:18]([OH:19])[CH3:29])[CH:20]=[CH:21][CH:22]=4)[N:11]=[C:10]3[N:23]3[CH2:28][CH2:27][O:26][CH2:25][CH2:24]3)=[C:5]2[CH:4]=[CH:3]1, predict the reactants needed to synthesize it. The reactants are: [CH3:1][N:2]1[C:6]2=[CH:7][CH:8]=[C:9]3[C:14]([N:13]=[C:12]([C:15]4[CH:16]=[C:17]([CH:20]=[CH:21][CH:22]=4)[CH:18]=[O:19])[N:11]=[C:10]3[N:23]3[CH2:28][CH2:27][O:26][CH2:25][CH2:24]3)=[C:5]2[CH:4]=[CH:3]1.[CH3:29][Mg]Br. (7) The reactants are: [CH3:1][O:2][C:3]1[CH:12]=[C:11]([O:13][S:14]([C:17]([F:20])([F:19])[F:18])(=[O:16])=[O:15])[CH:10]=[CH:9][C:4]=1[C:5]([O:7]C)=[O:6].S(=O)(=O)(O)O.C(O)(=O)C. Given the product [CH3:1][O:2][C:3]1[CH:12]=[C:11]([O:13][S:14]([C:17]([F:20])([F:18])[F:19])(=[O:16])=[O:15])[CH:10]=[CH:9][C:4]=1[C:5]([OH:7])=[O:6], predict the reactants needed to synthesize it.